From a dataset of Catalyst prediction with 721,799 reactions and 888 catalyst types from USPTO. Predict which catalyst facilitates the given reaction. (1) Reactant: [H-].[Na+].[Cl:3][C:4]1[CH:9]=[CH:8][C:7]([S:10]([N:13]([CH2:21][C:22]2[CH:34]=[CH:33][C:25]([C:26]([NH:28][C@H:29]([CH3:32])[CH2:30][OH:31])=[O:27])=[CH:24][CH:23]=2)[CH:14]2[CH2:19][CH2:18][CH2:17][CH2:16][CH:15]2[CH3:20])(=[O:12])=[O:11])=[CH:6][CH:5]=1.I[CH3:36]. Product: [Cl:3][C:4]1[CH:9]=[CH:8][C:7]([S:10]([N:13]([CH2:21][C:22]2[CH:23]=[CH:24][C:25]([C:26]([NH:28][C@H:29]([CH3:32])[CH2:30][O:31][CH3:36])=[O:27])=[CH:33][CH:34]=2)[CH:14]2[CH2:19][CH2:18][CH2:17][CH2:16][CH:15]2[CH3:20])(=[O:11])=[O:12])=[CH:6][CH:5]=1. The catalyst class is: 1. (2) Reactant: [C:1]([C:3]1[C@@H:8]([C:9]2[CH:14]=[CH:13][C:12]([C:15]#[N:16])=[CH:11][C:10]=2[S:17]([CH3:20])(=[O:19])=[O:18])[N:7]([C:21](OC2C=CC([N+]([O-])=O)=CC=2)=[O:22])[C:6](=[O:33])[N:5]([C:34]2[CH:39]=[CH:38][CH:37]=[C:36]([C:40]([F:43])([F:42])[F:41])[CH:35]=2)[C:4]=1[CH3:44])#[N:2].[OH:45][CH2:46][CH2:47][N:48]1[CH2:53][CH2:52][NH:51][CH2:50][CH2:49]1. Product: [C:15]([C:12]1[CH:13]=[CH:14][C:9]([C@@H:8]2[C:3]([C:1]#[N:2])=[C:4]([CH3:44])[N:5]([C:34]3[CH:39]=[CH:38][CH:37]=[C:36]([C:40]([F:41])([F:43])[F:42])[CH:35]=3)[C:6](=[O:33])[N:7]2[C:21]([N:51]2[CH2:52][CH2:53][N:48]([CH2:47][CH2:46][OH:45])[CH2:49][CH2:50]2)=[O:22])=[C:10]([S:17]([CH3:20])(=[O:19])=[O:18])[CH:11]=1)#[N:16]. The catalyst class is: 10. (3) Reactant: [H-].[H-].[H-].[H-].[Li+].[Al+3].C([O:9][C:10](=O)[C:11]1[CH:16]=[CH:15][C:14]([NH2:17])=[CH:13][C:12]=1[CH2:18][CH3:19])C. Product: [NH2:17][C:14]1[CH:15]=[CH:16][C:11]([CH2:10][OH:9])=[C:12]([CH2:18][CH3:19])[CH:13]=1. The catalyst class is: 1. (4) Reactant: C(OC(=O)[NH:7][C:8]1[CH:13]=[C:12](OC)[CH:11]=[CH:10][C:9]=1[CH2:16][C:17](=O)[CH2:18][CH3:19])(C)(C)C.[C:22](O)(C(F)(F)F)=[O:23]. Product: [CH2:18]([C:17]1[NH:7][C:8]2[C:9]([CH:16]=1)=[C:10]([O:23][CH3:22])[CH:11]=[CH:12][CH:13]=2)[CH3:19]. The catalyst class is: 1.